Predict the product of the given reaction. From a dataset of Forward reaction prediction with 1.9M reactions from USPTO patents (1976-2016). Given the reactants ClC(Cl)(Cl)[C:3]([C:5]1[N:14]2[C:8]([CH2:9][N:10]([C:19]([C:21]3[CH:26]=[CH:25][C:24]([C:27]4[CH:32]=[CH:31][CH:30]=[CH:29][C:28]=4[CH3:33])=[C:23]([O:34][CH3:35])[CH:22]=3)=[O:20])[C:11]3[CH:18]=[CH:17][CH:16]=[CH:15][C:12]=3[CH2:13]2)=[CH:7][CH:6]=1)=[O:4].[F:38][C:39]1[CH:46]=[CH:45][C:42]([CH2:43][NH2:44])=[CH:41][CH:40]=1, predict the reaction product. The product is: [F:38][C:39]1[CH:46]=[CH:45][C:42]([CH2:43][NH:44][C:3]([C:5]2[N:14]3[C:8]([CH2:9][N:10]([C:19]([C:21]4[CH:26]=[CH:25][C:24]([C:27]5[CH:32]=[CH:31][CH:30]=[CH:29][C:28]=5[CH3:33])=[C:23]([O:34][CH3:35])[CH:22]=4)=[O:20])[C:11]4[CH:18]=[CH:17][CH:16]=[CH:15][C:12]=4[CH2:13]3)=[CH:7][CH:6]=2)=[O:4])=[CH:41][CH:40]=1.